Dataset: Catalyst prediction with 721,799 reactions and 888 catalyst types from USPTO. Task: Predict which catalyst facilitates the given reaction. (1) Reactant: [F:1][C:2]1[CH:10]=[CH:9][CH:8]=[C:7]([F:11])[C:3]=1[C:4]([OH:6])=O.C(N1C=CN=C1)(N1C=CN=C1)=O.[CH:24]([NH2:27])([CH3:26])[CH3:25]. Product: [CH:24]([NH:27][C:4](=[O:6])[C:3]1[C:7]([F:11])=[CH:8][CH:9]=[CH:10][C:2]=1[F:1])([CH3:26])[CH3:25]. The catalyst class is: 2. (2) Reactant: C(Cl)(=O)C(Cl)=O.[CH3:7][O:8][C:9](=[O:25])[CH:10]([NH:18][C:19](=O)[CH2:20][CH2:21][S:22][CH3:23])[CH2:11][C:12]1[CH:17]=[CH:16][CH:15]=[CH:14][CH:13]=1.Cl. Product: [CH3:7][O:8][C:9]([CH:10]1[CH2:11][C:12]2[C:17](=[CH:16][CH:15]=[CH:14][CH:13]=2)[C:19]([CH2:20][CH2:21][S:22][CH3:23])=[N:18]1)=[O:25]. The catalyst class is: 4. (3) Reactant: [C:1]([C:3]1[CH:4]=[C:5]([CH2:15][N:16]2[C:20]([CH3:21])=[CH:19][C:18]([NH:22]C(=O)OCC[Si](C)(C)C)=[N:17]2)[C:6]2[O:10][C:9]([CH:11]([CH3:13])[CH3:12])=[CH:8][C:7]=2[CH:14]=1)#[N:2].[F-].C([N+](CCCC)(CCCC)CCCC)CCC. Product: [NH2:22][C:18]1[CH:19]=[C:20]([CH3:21])[N:16]([CH2:15][C:5]2[C:6]3[O:10][C:9]([CH:11]([CH3:13])[CH3:12])=[CH:8][C:7]=3[CH:14]=[C:3]([C:1]#[N:2])[CH:4]=2)[N:17]=1. The catalyst class is: 7. (4) Reactant: [C:9](O[C:9]([O:11][C:12]([CH3:15])([CH3:14])[CH3:13])=[O:10])([O:11][C:12]([CH3:15])([CH3:14])[CH3:13])=[O:10].C(N(CC)CC)C.[NH2:23][C:24]1([CH2:39][C:40]([O:42][CH2:43][CH3:44])=[O:41])[CH2:28][CH2:27][N:26]([C:29]([O:31][CH2:32][C:33]2[CH:38]=[CH:37][CH:36]=[CH:35][CH:34]=2)=[O:30])[CH2:25]1.Cl. Product: [C:12]([O:11][C:9]([NH:23][C:24]1([CH2:39][C:40]([O:42][CH2:43][CH3:44])=[O:41])[CH2:28][CH2:27][N:26]([C:29]([O:31][CH2:32][C:33]2[CH:34]=[CH:35][CH:36]=[CH:37][CH:38]=2)=[O:30])[CH2:25]1)=[O:10])([CH3:13])([CH3:14])[CH3:15]. The catalyst class is: 1. (5) Reactant: [ClH:1].CN[O:4][CH3:5].C([N:8]([CH2:11][CH3:12])[CH2:9][CH3:10])C.[ClH:13].[CH2:14](N=C=NCCCN(C)C)C.[CH3:25][N:26](C)[CH:27]=[O:28]. The catalyst class is: 13. Product: [Cl:1][C:9]1[N:8]=[C:11]([Cl:13])[CH:12]=[CH:14][C:10]=1[C:27]([N:26]([O:4][CH3:5])[CH3:25])=[O:28].